This data is from Reaction yield outcomes from USPTO patents with 853,638 reactions. The task is: Predict the reaction yield, written as a fraction of the theoretical maximum amount of product (1.0 means a 100% yield; for example, 0.34 means a 34% yield). (1) The reactants are [CH3:1][O:2][C:3]1[CH:4]=[C:5]2[C:10](=[CH:11][C:12]=1[O:13][CH3:14])[N:9]=[CH:8][N:7]=[C:6]2[O:15][C:16]1[CH:22]=[CH:21][C:19]([NH2:20])=[CH:18][CH:17]=1.C(O)C.[CH3:26][C:27]1[CH:32]=[CH:31][C:30]([C:33]([N:35]=[C:36]=[S:37])=[O:34])=[CH:29][CH:28]=1. The catalyst is C1(C)C=CC=CC=1. The product is [CH3:1][O:2][C:3]1[CH:4]=[C:5]2[C:10](=[CH:11][C:12]=1[O:13][CH3:14])[N:9]=[CH:8][N:7]=[C:6]2[O:15][C:16]1[CH:22]=[CH:21][C:19]([NH:20][C:36]([NH:35][C:33](=[O:34])[C:30]2[CH:31]=[CH:32][C:27]([CH3:26])=[CH:28][CH:29]=2)=[S:37])=[CH:18][CH:17]=1. The yield is 0.920. (2) The reactants are [NH2:1][C:2]1[CH:7]=[C:6]([F:8])[CH:5]=[CH:4][C:3]=1[NH:9][CH:10]1[CH2:15][CH2:14][N:13]([C:16]2([CH3:26])[CH2:20][CH2:19][N:18]([C:21]([O:23][CH2:24][CH3:25])=[O:22])[CH2:17]2)[CH2:12][CH2:11]1.NC1C=CC(F)=CC=1NC1CCN(C2(C)CCN([C:47]([O-])=[O:48])C2)CC1.C(N(CC)CC)C.ClC(OC(=O)OC(Cl)(Cl)Cl)(Cl)Cl. The catalyst is ClCCl. The product is [F:8][C:6]1[CH:5]=[CH:4][C:3]2[N:9]([CH:10]3[CH2:11][CH2:12][N:13]([C:16]4([CH3:26])[CH2:20][CH2:19][N:18]([C:21]([O:23][CH2:24][CH3:25])=[O:22])[CH2:17]4)[CH2:14][CH2:15]3)[C:47](=[O:48])[NH:1][C:2]=2[CH:7]=1. The yield is 0.595. (3) The reactants are Br[C:2]1[CH:7]=[C:6]([CH2:8][NH:9][C:10]([C@@H:12]2[CH2:16][C@@H:15]([F:17])[CH2:14][N:13]2[S:18]([C:21]2[CH:26]=[CH:25][C:24]([F:27])=[CH:23][CH:22]=2)(=[O:20])=[O:19])=[O:11])[CH:5]=[CH:4][N:3]=1.[F:28][C:29]1[C:34](B(O)O)=[CH:33][CH:32]=[C:31]([C:38]([F:41])([F:40])[F:39])[N:30]=1.C([O-])([O-])=O.[Cs+].[Cs+]. The catalyst is C(#N)C.C1C=CC(P(C2C=CC=CC=2)[C-]2C=CC=C2)=CC=1.C1C=CC(P(C2C=CC=CC=2)[C-]2C=CC=C2)=CC=1.Cl[Pd]Cl.[Fe+2]. The product is [F:17][C@H:15]1[CH2:14][N:13]([S:18]([C:21]2[CH:26]=[CH:25][C:24]([F:27])=[CH:23][CH:22]=2)(=[O:20])=[O:19])[C@H:12]([C:10]([NH:9][CH2:8][C:6]2[CH:5]=[CH:4][N:3]=[C:2]([C:34]3[C:29]([F:28])=[N:30][C:31]([C:38]([F:41])([F:40])[F:39])=[CH:32][CH:33]=3)[CH:7]=2)=[O:11])[CH2:16]1. The yield is 0.400. (4) The reactants are [Si:1]([O:8][C@H:9]([C:43]1[CH:44]=[N:45][CH:46]=[CH:47][CH:48]=1)[CH2:10][N:11]([CH2:19][C@@H:20]1[CH2:29][CH2:28][C:27]2[C:22](=[CH:23][CH:24]=[C:25]([C:30]3[CH:31]=[CH:32][C:33]4[C:38](=[O:39])[O:37][C:36](C)(C)[O:35][C:34]=4[CH:42]=3)[CH:26]=2)[O:21]1)[C:12](=[O:18])[O:13][C:14]([CH3:17])([CH3:16])[CH3:15])([C:4]([CH3:7])([CH3:6])[CH3:5])([CH3:3])[CH3:2].C(=O)([O-])[O-].[K+].[K+]. The catalyst is CO. The product is [C:14]([O:13][C:12]([N:11]([CH2:19][C@@H:20]1[CH2:29][CH2:28][C:27]2[C:22](=[CH:23][CH:24]=[C:25]([C:30]3[CH:31]=[CH:32][C:33]([C:38]([O:37][CH3:36])=[O:39])=[C:34]([OH:35])[CH:42]=3)[CH:26]=2)[O:21]1)[CH2:10][C@H:9]([O:8][Si:1]([C:4]([CH3:7])([CH3:6])[CH3:5])([CH3:3])[CH3:2])[C:43]1[CH:44]=[N:45][CH:46]=[CH:47][CH:48]=1)=[O:18])([CH3:15])([CH3:16])[CH3:17]. The yield is 0.940. (5) The reactants are Cl[C:2](Cl)([O:4]C(=O)OC(Cl)(Cl)Cl)Cl.[C:13]([C:17]1[CH:23]=[CH:22][C:20]([NH2:21])=[CH:19][C:18]=1[F:24])([CH3:16])([CH3:15])[CH3:14].[NH2:25][C:26]1[N:34]=[CH:33][N:32]=[C:31]2[C:27]=1[N:28]=[CH:29][N:30]2[C@H:35]1[C@@H:39]2[O:40][C:41]([CH3:44])([CH3:43])[O:42][C@@H:38]2[C@@H:37]([CH2:45][N:46]([CH3:51])[CH2:47][CH2:48][CH2:49][NH2:50])[O:36]1.O. The catalyst is C(Cl)Cl. The product is [NH2:25][C:26]1[N:34]=[CH:33][N:32]=[C:31]2[C:27]=1[N:28]=[CH:29][N:30]2[C@H:35]1[CH:39]2[C@H:38]([O:42][C:41]([CH3:43])([CH3:44])[O:40]2)[C@@H:37]([CH2:45][N:46]([CH3:51])[CH2:47][CH2:48][CH2:49][NH:50][C:2]([NH:21][C:20]2[CH:22]=[CH:23][C:17]([C:13]([CH3:16])([CH3:14])[CH3:15])=[C:18]([F:24])[CH:19]=2)=[O:4])[O:36]1. The yield is 0.680. (6) The reactants are [CH3:1][N:2](C)[C:3]1[CH:8]=[CH:7][CH:6]=[CH:5][CH:4]=1.FC(F)(F)S(O[C:16]1[CH:21]=[C:20]([F:22])[C:19]([F:23])=[CH:18][C:17]=1[Si](C)(C)C)(=O)=O.[F-].[K+].C1OCCOCCOCCOCCOCCOC1. The catalyst is C1COCC1. The product is [F:23][C:19]1[CH:18]=[C:17]([CH:16]=[CH:21][C:20]=1[F:22])[N:2]([CH3:1])[C:3]1[CH:8]=[CH:7][CH:6]=[CH:5][CH:4]=1. The yield is 0.880. (7) The reactants are [Cl:1][C:2]1[CH:3]=[CH:4][C:5]([C:16]2[CH:17]=[N:18][N:19]([CH:21]([F:23])[F:22])[CH:20]=2)=[C:6]([C:8]2[CH:13]=[C:12]([O:14]C)[N:11]=[CH:10][N:9]=2)[CH:7]=1.Br. The catalyst is CC(O)=O. The product is [Cl:1][C:2]1[CH:3]=[CH:4][C:5]([C:16]2[CH:17]=[N:18][N:19]([CH:21]([F:23])[F:22])[CH:20]=2)=[C:6]([C:8]2[N:9]=[CH:10][N:11]=[C:12]([OH:14])[CH:13]=2)[CH:7]=1. The yield is 0.630.